Task: Regression/Classification. Given a drug SMILES string, predict its absorption, distribution, metabolism, or excretion properties. Task type varies by dataset: regression for continuous measurements (e.g., permeability, clearance, half-life) or binary classification for categorical outcomes (e.g., BBB penetration, CYP inhibition). Dataset: b3db_classification.. Dataset: Blood-brain barrier permeability classification from the B3DB database (1) The molecule is COc1cccc(N2CCN(C3=Nc4c(F)cccc4[C@H](CC(=O)O)N3c3cc(C(F)(F)F)ccc3OC)CC2)c1. The result is 0 (does not penetrate BBB). (2) The drug is CNCCC(Oc1cccc2ccccc12)c1cccs1. The result is 1 (penetrates BBB). (3) The molecule is CN(C)CCOC1=Cc2cc(Cl)ccc2Sc2ccccc21. The result is 1 (penetrates BBB). (4) The molecule is CN[C@@H]1[C@H](O)[C@@H](O[C@H]2[C@H](N)C[C@H](N)[C@@H](O[C@H]3O[C@H](CN)CC[C@H]3N)[C@H]2O)OC[C@]1(C)O. The result is 0 (does not penetrate BBB). (5) The molecule is CC[C@@]1(O)C[C@H](O[C@H]2C[C@H](N(C)C)[C@H](O[C@H]3C[C@@H]4O[C@H]5CC(=O)[C@H](C)O[C@H]5O[C@@H]4[C@H](C)O3)[C@H](C)O2)c2c(O)c3c(c(O)c2[C@H]1O[C@H]1C[C@H](N(C)C)[C@H](O)[C@H](C)O1)C(=O)c1cccc(O)c1C3=O. The result is 0 (does not penetrate BBB).